Dataset: Reaction yield outcomes from USPTO patents with 853,638 reactions. Task: Predict the reaction yield, written as a fraction of the theoretical maximum amount of product (1.0 means a 100% yield; for example, 0.34 means a 34% yield). The reactants are Br[C:2]1[CH:11]=[CH:10][CH:9]=[C:8]2[C:3]=1[CH2:4][CH2:5][N:6]([CH:12]1[CH2:16][CH2:15][S:14](=[O:18])(=[O:17])[CH2:13]1)[CH2:7]2.[F:19][C:20]1[C:21]([C:27]2[CH:28]=[C:29]([CH:31]=[CH:32][C:33]=2[CH3:34])[NH2:30])=[N:22][CH:23]=[C:24]([F:26])[CH:25]=1.CC1(C)C2C(=C(P(C3C=CC=CC=3)C3C=CC=CC=3)C=CC=2)OC2C(P(C3C=CC=CC=3)C3C=CC=CC=3)=CC=CC1=2.[O-]P([O-])([O-])=O.[K+].[K+].[K+]. The catalyst is C1C=CC(/C=C/C(/C=C/C2C=CC=CC=2)=O)=CC=1.C1C=CC(/C=C/C(/C=C/C2C=CC=CC=2)=O)=CC=1.C1C=CC(/C=C/C(/C=C/C2C=CC=CC=2)=O)=CC=1.[Pd].[Pd].O1CCOCC1. The product is [F:19][C:20]1[C:21]([C:27]2[CH:28]=[C:29]([NH:30][C:2]3[CH:11]=[CH:10][CH:9]=[C:8]4[C:3]=3[CH2:4][CH2:5][N:6]([CH:12]3[CH2:16][CH2:15][S:14](=[O:18])(=[O:17])[CH2:13]3)[CH2:7]4)[CH:31]=[CH:32][C:33]=2[CH3:34])=[N:22][CH:23]=[C:24]([F:26])[CH:25]=1. The yield is 0.650.